The task is: Predict the product of the given reaction.. This data is from Forward reaction prediction with 1.9M reactions from USPTO patents (1976-2016). (1) Given the reactants [CH2:1]([O:3][C:4]([C:6](C)([CH2:12][CH:13]=[CH:14][CH2:15][C:16](C(OCC)=O)([CH3:22])[C:17]([O:19][CH2:20]C)=[O:18])[C:7](OCC)=O)=[O:5])C.[OH-].[K+].OS(O)(=O)=O, predict the reaction product. The product is: [CH3:22][CH:16]([CH2:15][CH:14]=[CH:13][CH2:12][CH:6]([CH3:7])[C:4]([O:3][CH3:1])=[O:5])[C:17]([O:19][CH3:20])=[O:18]. (2) The product is: [F:32][C:2]1([F:1])[CH2:5][CH:4]([C:6]2[O:10][N:9]=[C:8]([C:11]3[CH:12]=[CH:13][C:14]([CH3:31])=[C:15]([NH:17][C:18]([C:20]4[N:24]5[CH:25]=[CH:26][C:27]([C:29]6[N:35]=[N:34][N:33]([CH2:36][CH2:37][OH:38])[CH:30]=6)=[CH:28][C:23]5=[N:22][CH:21]=4)=[O:19])[CH:16]=3)[N:7]=2)[CH2:3]1. Given the reactants [F:1][C:2]1([F:32])[CH2:5][CH:4]([C:6]2[O:10][N:9]=[C:8]([C:11]3[CH:12]=[CH:13][C:14]([CH3:31])=[C:15]([NH:17][C:18]([C:20]4[N:24]5[CH:25]=[CH:26][C:27]([C:29]#[CH:30])=[CH:28][C:23]5=[N:22][CH:21]=4)=[O:19])[CH:16]=3)[N:7]=2)[CH2:3]1.[N:33]([CH2:36][C:37](OCC)=[O:38])=[N+:34]=[N-:35].O=C1O[C@H]([C@H](CO)O)C([O-])=C1O.[Na+].[BH4-].[Na+], predict the reaction product. (3) Given the reactants [OH-].[Na+].C([O:5][C:6]([C:8]1[NH:16][C:15]2[CH:14]=[CH:13][N:12]=[CH:11][C:10]=2[CH:9]=1)=[O:7])C, predict the reaction product. The product is: [NH:16]1[C:15]2[CH:14]=[CH:13][N:12]=[CH:11][C:10]=2[CH:9]=[C:8]1[C:6]([OH:7])=[O:5]. (4) Given the reactants C([O:3][C:4](=[O:18])[CH:5]([S:9][C:10]1[CH:15]=[CH:14][C:13]([O:16][CH3:17])=[CH:12][CH:11]=1)[CH:6]([CH3:8])[CH3:7])C, predict the reaction product. The product is: [CH3:17][O:16][C:13]1[CH:12]=[CH:11][C:10]([S:9][CH:5]([CH:6]([CH3:8])[CH3:7])[C:4]([OH:18])=[O:3])=[CH:15][CH:14]=1. (5) Given the reactants [CH:1]([C@@H:14]1[CH2:20][C@@H:19]2[C@@H:17]([O:18]2)[CH2:16][O:15]1)([C:8]1[CH:13]=[CH:12][CH:11]=[CH:10][CH:9]=1)[C:2]1[CH:7]=[CH:6][CH:5]=[CH:4][CH:3]=1.CO.O.[N-:24]=[N+:25]=[N-:26].[Na+].[NH4+].[Cl-], predict the reaction product. The product is: [N:24]([C@@H:17]1[CH2:16][O:15][C@H:14]([CH:1]([C:8]2[CH:13]=[CH:12][CH:11]=[CH:10][CH:9]=2)[C:2]2[CH:7]=[CH:6][CH:5]=[CH:4][CH:3]=2)[CH2:20][C@H:19]1[OH:18])=[N+:25]=[N-:26]. (6) Given the reactants [O:1]1[CH:6]=[CH:5][CH2:4][CH2:3][CH2:2]1.C1(C)C=CC(S([O-])(=O)=O)=CC=1.[NH+]1C=CC=CC=1.[Br:24][C:25]1[CH:30]=[C:29]([F:31])[CH:28]=[CH:27][C:26]=1[OH:32].C(=O)([O-])[O-].[K+].[K+].[Cl-].[Na+], predict the reaction product. The product is: [Br:24][C:25]1[CH:30]=[C:29]([F:31])[CH:28]=[CH:27][C:26]=1[O:32][CH:6]1[CH2:5][CH2:4][CH2:3][CH2:2][O:1]1. (7) Given the reactants Br[C:2]1[CH:7]=[CH:6][C:5]([CH:8]([C:10]2([C:13]([F:16])([F:15])[F:14])[CH2:12][CH2:11]2)[OH:9])=[C:4]([Cl:17])[C:3]=1[Cl:18].[F:19][C:20]1([F:43])[CH2:25][CH2:24][N:23]([C:26]([C:28]2[N:29]=[C:30]([C:33]([N:35](C(=O)C(O)(C)C)[NH2:36])=[O:34])[S:31][CH:32]=2)=[O:27])[CH2:22][CH2:21]1.[CH3:56][CH:55]([O:54]C1C=CC=C([O:54][CH:55]([CH3:57])[CH3:56])C=1C1C(P(C2CCCCC2)C2CCCCC2)=CC=CC=1)[CH3:57].[CH3:77]C([O-])=O.[K+].C(O)(=O)C(C)(C)C, predict the reaction product. The product is: [Cl:18][C:3]1[C:4]([Cl:17])=[C:5]([CH:8]([OH:9])[C:10]2([C:13]([F:16])([F:15])[F:14])[CH2:12][CH2:11]2)[CH:6]=[CH:7][C:2]=1[C:32]1[S:31][C:30]([C:33]2[O:34][C:56]([C:55]([OH:54])([CH3:57])[CH3:77])=[N:36][N:35]=2)=[N:29][C:28]=1[C:26]([N:23]1[CH2:22][CH2:21][C:20]([F:19])([F:43])[CH2:25][CH2:24]1)=[O:27].